This data is from Antibody developability classification from SAbDab with 2,409 antibodies. The task is: Regression/Classification. Given an antibody's heavy chain and light chain sequences, predict its developability. TAP uses regression for 5 developability metrics; SAbDab uses binary classification. (1) Result: 0 (not developable). The antibody is ['QLQLQESGPGLVKPSETLSLTCTVSGGSISSSSFYWGWIRQPPGKGLEWIGSVYYSGGASYNPSLKSRATISVDTSKNQFSLNLDSVSAADTAIYYCASIYGSGTFYYYFYMDVWGKGSTVTVSS', 'DIQMTQSPSSLSASVGDRVTITCQASQVISNYLNWYQQKPGKAPKLLIYDTSNLKTGVPSRFSGSGSGTDFTFTISSLQPEDIATYYCQQYENLQFTFGPGTKVDIK']. (2) The antibody is ['QVQLQQPGAELVKPGASVKLSCKASGYTFTSYWMHWVKQRPGRGLEWIGRIDPNSGGTAYNEKFKSKATLTVDKPSSTAYMALSSLTSADSAVYYCARYDYYGGSYFDYWGQGTTLTVSS', 'QAVVTQESALTTSPGETVTLTCRSSTGAVTTSNYANWVQEKPDHLFTGLIGGTNNRAPGVPARFSGSLIGDKAALTITGGQTEDEAIYFCALWYSNHWVFGGGTALTVL']. Result: 0 (not developable). (3) The antibody is ['1tjg', 'PROT_09A57F9F']. Result: 0 (not developable). (4) The antibody is ['QVQLQQPGAELVKPGASVKLSCKASGYTFTSDWIHWVKQRPGHGLEWIGEIIPSYGRANYNEKIQKKATLTADKSSSTAFMQLSSLTSEDSAVYYCARERGDGYFAVWGAGTTVTVSS', 'DILLTQSPAILSVSPGERVSFSCRASQSIGTDIHWYQQRTNGSPRLLIKYASESISGIPSRFSGSGSGTDFTLSINSVESEDIANYYCQQSNRWPFTFGSGTKLEIK']. Result: 0 (not developable). (5) The antibody is ['QEQLVESGGGLVTPGGTLTLTCTASGFTISNYHMSWVRQAPGKGLEWIGFIDTGGSAAYAPWAKGRFTISRTSTTVALKITSPTTEDTATYFCARGAPAWGTANVWGQGTLVTVSS', 'ELDMTQTPASVSAAVGGTVTISCQSSRSVWNNNFLSWYQQKPGQPPKLLISDASKLASGVPSRFKGSGSGTQFTLTISDLESDDAATYYCAGDLSDWIHTFGGGTEVVVK']. Result: 0 (not developable).